This data is from Catalyst prediction with 721,799 reactions and 888 catalyst types from USPTO. The task is: Predict which catalyst facilitates the given reaction. (1) Reactant: [C:1]([O:4][C@H:5]1[CH2:10][CH2:9][C@H:8]2[C@H:11]3[C@H:21]([CH2:22][CH2:23][C@:6]12[CH3:7])[C@:19]1([CH3:20])[C:14]([CH2:15][C:16](=[O:24])[CH2:17][CH2:18]1)=[CH:13][C@H:12]3[CH3:25])(=[O:3])[CH3:2].[BH4-].[Na+].C(O)(=O)C. Product: [C:1]([O:4][C@H:5]1[CH2:10][CH2:9][C@H:8]2[C@H:11]3[C@H:21]([CH2:22][CH2:23][C@:6]12[CH3:7])[C@:19]1([CH3:20])[C:14]([CH2:15][C@@H:16]([OH:24])[CH2:17][CH2:18]1)=[CH:13][C@H:12]3[CH3:25])(=[O:3])[CH3:2]. The catalyst class is: 214. (2) Reactant: [CH3:1][N:2]1[C:10]2[C:5](=[CH:6][CH:7]=[CH:8][CH:9]=2)[C:4]([CH2:11][C:12]2[C:13](=[O:19])[NH:14][C:15](=[S:18])[NH:16][CH:17]=2)=[CH:3]1.[Cl:20][C:21]1[CH:37]=[CH:36][C:24]([O:25][C:26]2[CH:33]=[CH:32][C:31]([CH2:34]Cl)=[CH:30][C:27]=2[C:28]#[N:29])=[CH:23][C:22]=1[C:38]([F:41])([F:40])[F:39].CCN(C(C)C)C(C)C. Product: [Cl:20][C:21]1[CH:37]=[CH:36][C:24]([O:25][C:26]2[CH:33]=[CH:32][C:31]([CH2:34][S:18][C:15]3[NH:16][CH:17]=[C:12]([CH2:11][C:4]4[C:5]5[C:10](=[CH:9][CH:8]=[CH:7][CH:6]=5)[N:2]([CH3:1])[CH:3]=4)[C:13](=[O:19])[N:14]=3)=[CH:30][C:27]=2[C:28]#[N:29])=[CH:23][C:22]=1[C:38]([F:39])([F:40])[F:41]. The catalyst class is: 22.